This data is from Reaction yield outcomes from USPTO patents with 853,638 reactions. The task is: Predict the reaction yield, written as a fraction of the theoretical maximum amount of product (1.0 means a 100% yield; for example, 0.34 means a 34% yield). (1) The reactants are [Br:1][C:2]1[CH:3]=[C:4]2[C:8](=[CH:9][CH:10]=1)[NH:7][C:6](=[O:11])[CH2:5]2.[CH2:12]([N:14]([CH2:34][CH3:35])[CH2:15][CH2:16][CH2:17][NH:18][C:19]([C:21]1[C:25]([CH:26]([CH3:28])[CH3:27])=[C:24]([CH:29]=O)[NH:23][C:22]=1[CH:31]([CH3:33])[CH3:32])=[O:20])[CH3:13]. No catalyst specified. The product is [CH2:34]([N:14]([CH2:12][CH3:13])[CH2:15][CH2:16][CH2:17][NH:18][C:19]([C:21]1[C:25]([CH:26]([CH3:28])[CH3:27])=[C:24]([CH:29]=[C:5]2[C:4]3[C:8](=[CH:9][CH:10]=[C:2]([Br:1])[CH:3]=3)[NH:7][C:6]2=[O:11])[NH:23][C:22]=1[CH:31]([CH3:33])[CH3:32])=[O:20])[CH3:35]. The yield is 0.250. (2) The reactants are [NH2:1][C:2]1[CH:36]=[CH:35][C:5]([O:6][C:7]2[CH:12]=[CH:11][N:10]=[C:9]3[CH:13]=[C:14]([C:16]4[N:21]=[CH:20][C:19]([CH2:22][N:23]([CH2:31][CH2:32][O:33][CH3:34])[C:24](=[O:30])[O:25][C:26]([CH3:29])([CH3:28])[CH3:27])=[CH:18][CH:17]=4)[S:15][C:8]=23)=[C:4]([F:37])[CH:3]=1.Cl[C:39](OC1C=CC([N+]([O-])=O)=CC=1)=[O:40].[CH3:51][P:52]([C:55]1[CH:56]=[C:57]([CH:59]=[CH:60][CH:61]=1)[NH2:58])([CH3:54])=[O:53].CCN(C(C)C)C(C)C. The yield is 0.840. The product is [CH3:54][P:52]([C:55]1[CH:56]=[C:57]([NH:58][C:39](=[O:40])[NH:1][C:2]2[CH:36]=[CH:35][C:5]([O:6][C:7]3[CH:12]=[CH:11][N:10]=[C:9]4[CH:13]=[C:14]([C:16]5[N:21]=[CH:20][C:19]([CH2:22][N:23]([CH2:31][CH2:32][O:33][CH3:34])[C:24](=[O:30])[O:25][C:26]([CH3:29])([CH3:28])[CH3:27])=[CH:18][CH:17]=5)[S:15][C:8]=34)=[C:4]([F:37])[CH:3]=2)[CH:59]=[CH:60][CH:61]=1)([CH3:51])=[O:53]. The catalyst is O1CCCC1.CN(C=O)C. (3) The reactants are [N:1]1[C:9]([NH2:10])=[C:8]2[C:4]([N:5]=[CH:6][NH:7]2)=[N:3][CH:2]=1.[CH:28]1[CH:29]=[CH:24]C(P([C:24]2[CH:29]=[CH:28][CH:27]=[CH:26]C=2)[C:28]2[CH:29]=[CH:24]C=[CH:26][CH:27]=2)=[CH:26][CH:27]=1.N(C(OC(C)C)=O)=NC(OC(C)C)=O. The catalyst is C1COCC1. The product is [CH:26]1([N:5]2[CH:6]=[N:7][C:8]3[C:4]2=[N:3][CH:2]=[N:1][C:9]=3[NH2:10])[CH2:27][CH2:28][CH:29]=[CH:24]1. The yield is 0.600.